This data is from Drug-target binding data from BindingDB using IC50 measurements. The task is: Regression. Given a target protein amino acid sequence and a drug SMILES string, predict the binding affinity score between them. We predict pIC50 (pIC50 = -log10(IC50 in M); higher means more potent). Dataset: bindingdb_ic50. (1) The compound is COc1cc2nc(N3CCC(N4CCCC4)CC3)nc(Nc3ccc(F)c(F)c3)c2cc1OC. The target protein (P51680) has sequence MNATEVTDTTQDETVYNSYYFYESMPKPCTKEGIKAFGEVFLPPLYSLVFLLGLFGNSVVVLVLFKYKRLKSMTDVYLLNLAISDLLFVLSLPFWGYYAADQWVFGLGLCKIVSWMYLVGFYSGIFFIMLMSIDRYLAIVHAVFSLKARTLTYGVITSLITWSVAVFASLPGLLFSTCYTEHNHTYCKTQYSVNSTTWKVLSSLEINVLGLLIPLGIMLFCYSMIIRTLQHCKNEKKNRAVRMIFAVVVLFLGFWTPYNVVLFLETLVELEVLQDCTLERYLDYAIQATETLAFIHCCLNPVIYFFLGEKFRKYITQLFRTCRGPLVLCKHCDFLQVYSADMSSSSYTQSTVDHDFRDAL. The pIC50 is 6.1. (2) The drug is COC1O[C@H](CNS(=O)(=O)c2ccccc2)[C@@H](O)C(O)[C@@H]1O. The target protein sequence is MATQGVFTLPANTRFGVTAFANSSGTQTVNVLVNNETAATFSGQSTNNAVIGTQVLNSGSSGKVQVQVSVNGRPSDLVSAQVILTNELNFALVGSEDGTDNDYNDAVVVINWPLG. The pIC50 is 4.8. (3) The small molecule is O=C(c1ccc(O)cc1)N1CCc2c(n(Cc3ccc(O)cc3)c3ccccc23)C1. The target protein (P0AEK4) has sequence MGFLSGKRILVTGVASKLSIAYGIAQAMHREGAELAFTYQNDKLKGRVEEFAAQLGSDIVLQCDVAEDASIDTMFAELGKVWPKFDGFVHSIGFAPGDQLDGDYVNAVTREGFKIAHDISSYSFVAMAKACRSMLNPGSALLTLSYLGAERAIPNYNVMGLAKASLEANVRYMANAMGPEGVRVNAISAGPIRTLAASGIKDFRKMLAHCEAVTPIRRTVTIEDVGNSAAFLCSDLSAGISGEVVHVDGGFSIAAMNELELK. The pIC50 is 5.4. (4) The target protein sequence is MKNLISIIIILCLTLSIMTPYAQATNSDVTPVQAANQYGYAGLSAAYEPTSAVNVSQTGQLLYQYNIDTKWNPASMTKLMTMYLTLEAVNKGQLSLDDTVTMTNKEYIMSTLPELSNTKLYPGQVWTIADLLQITVSNSSNAAALILAKKVSKNTSDFVDLMNNKAKAIGMKNTHFVNPTGAENSRLRTFAPTKYKDQERTVTTARDYAILDLHVIKETPKILDFTKQLAPTTLAVTYYTFNFSLEGAKMSLPGTDGLKTGSSDTANYNHTITTKRGKFRINQVIMGAGDYKNLGGEKQRNMMGNALMERSFDQYKYVKILSKGEQRINGKKYYVENDLYDVLPSDFSKKDYKLVVEDGKVHADYPREFINKDYGPPTVEVHQPIIQKANTVAKSMWEEHPLFTIIGGTCLVAGLALIVHMIINRLFRKRK. The pIC50 is 4.8. The drug is C[C@]1(/C=C\c2ccccn2)[C@H](C(=O)[O-])N2C(=O)C[C@H]2S1(=O)=O. (5) The small molecule is CN1CCCC(Cn2cc(C3=C(c4c[nH]c5ccccc45)C(=O)NC3=O)c3ccccc32)C1. The target protein (P18688) has sequence MRSRSNSGVRLDSYARLVQQTILCHQNPVTGLLPASYDQKDAWVRDNVYSILAVWGLGLAYRKNADRDEDKAKAYELEQSVVKLMRGLLHCMIRQVDKVESFKYSQSTKDSLHAKYNTKTCATVVGDDQWGHLQLDATSVYLLFLAQMTASGLHIIHSLDEVNFIQNLVFYIEAAYKTADFGIWERGDKTNQGISELNASSVGMAKAALEALDELDLFGVKGGPQSVIHVLADEVQHCQSILNSLLPRASTSKEVDASLLSVISFPAFAVEDSKLVEITKQEIITKLQGRYGCCRFLRDGYKTPKEDPNRLYYEPAELKLFENIECEWPLFWTYFILDGVFSGNAEQVQEYREALEAVLIKGKNGVPLLPELYSVPPDKVDEEYQNPHTVDRVPMGKLPHMWGQSLYILGSLMAEGFLAPGEIDPLNRRFSTVPKPDVVVQVSILAETEEIKAILKDKGINVETIAEVYPIRVQPARILSHIYSSLGCNNRMKLSGRPYR.... The pIC50 is 5.9. (6) The drug is CCCCCc1ccc(S(=O)(=O)NCCc2[nH]c(-c3ccc(Cl)cc3)nc2-c2ccc(OC)cc2)cc1. The target protein (P12530) has sequence MGVYRVCVSTGASIYAGSKNKVELWLVGQHGEVELGSCLRPTRNKEEEFKVNVSKYLGSLLFVRLRKKHFLKEDAWFCNWISVQALGAAEDKYWFPCYRWVVGDGVQSLPVGTGCTTVGDPQGLFQKHREQELEERRKLYQWGSWKEGLILNVAGSKLTDLPVDERFLEDKKIDFEASLAWGLAELALKNSLNILAPWKTLDDFNRIFWCGRSKLARRVRDSWQEDSLFGYQFLNGANPMLLRRSVQLPARLVFPPGMEELQAQLEKELKAGTLFEADFALLDNIKANVILYCQQYLAAPLVMLKLQPDGKLMPMVIQLHLPKIGSSPPPLFLPTDPPMVWLLAKCWVRSSDFQVHELNSHLLRGHLMAEVFTVATMRCLPSIHPVFKLIVPHLRYTLEINVRARNGLVSDFGIFDQIMSTGGGGHVQLLQQAGAFLTYRSFCPPDDLADRGLLGVESSFYAQDALRLWEIISRYVQGIMGLYYKTDEAVRDDLELQSWC.... The pIC50 is 6.7. (7) The drug is O=C(NCc1ccco1)c1cccc2c1C(=O)c1ccc(/C=C/c3ccccc3)cc1S2(=O)=O. The target protein (P65502) has sequence MKKIVLYGGQFNPIHTAHMIVASEVFHELQPDEFYFLPSFMSPLKKHNNFIDVQHRLTMIQMIIDELGFGDICDDEIKRGGQSYTYDTIKAFKEQHKDSELYFVIGTDQYNQLEKWYQIEYLKEMVTFVVVNRDKNSQNVENAMIAIQIPRVDISSTMIRQRVSEGKSIQVLVPKSVENYIKGEGLYEH. The pIC50 is 4.5.